Task: Predict the product of the given reaction.. Dataset: Forward reaction prediction with 1.9M reactions from USPTO patents (1976-2016) (1) Given the reactants Cl[C:2]1[CH:7]=[C:6]([Cl:8])[N:5]=[C:4]([NH2:9])[N:3]=1.[CH:10]1([NH2:19])[C:18]2[C:13](=[CH:14][CH:15]=[CH:16][CH:17]=2)[CH2:12][CH2:11]1.C(N(CC)CC)C, predict the reaction product. The product is: [Cl:8][C:6]1[N:5]=[C:4]([NH2:9])[N:3]=[C:2]([NH:19][CH:10]2[C:18]3[C:13](=[CH:14][CH:15]=[CH:16][CH:17]=3)[CH2:12][CH2:11]2)[CH:7]=1. (2) Given the reactants [NH2:1][C:2]1[C:3]([C:10]([OH:12])=O)=[N:4][C:5]([Cl:9])=[C:6]([NH2:8])[N:7]=1.Cl.Cl.[N:15]12[CH2:22][CH2:21][CH:18]([CH2:19][CH2:20]1)[CH:17]([NH2:23])[CH2:16]2.F[B-](F)(F)F.N1(OC(N(C)C)=[N+](C)C)C2C=CC=CC=2N=N1.C(N(CC)CC)C, predict the reaction product. The product is: [N:15]12[CH2:22][CH2:21][CH:18]([CH2:19][CH2:20]1)[CH:17]([NH:23][C:10]([C:3]1[C:2]([NH2:1])=[N:7][C:6]([NH2:8])=[C:5]([Cl:9])[N:4]=1)=[O:12])[CH2:16]2. (3) Given the reactants [Cl:1][C:2]1[C:3]2[N:4]([CH:12]=[C:13]([C:15]([OH:17])=O)[N:14]=2)[CH:5]=[C:6]([O:8][CH:9]([CH3:11])[CH3:10])[CH:7]=1.[Cl:18][C:19]1[C:20]([C:35](=[N:37]O)[NH2:36])=[CH:21][C:22]([F:34])=[C:23]([CH2:25][CH2:26][C:27]([O:29][C:30]([CH3:33])([CH3:32])[CH3:31])=[O:28])[CH:24]=1.CCN=C=NCCCN(C)C.Cl.O, predict the reaction product. The product is: [Cl:18][C:19]1[C:20]([C:35]2[N:37]=[C:15]([C:13]3[N:14]=[C:3]4[C:2]([Cl:1])=[CH:7][C:6]([O:8][CH:9]([CH3:10])[CH3:11])=[CH:5][N:4]4[CH:12]=3)[O:17][N:36]=2)=[CH:21][C:22]([F:34])=[C:23]([CH2:25][CH2:26][C:27]([O:29][C:30]([CH3:31])([CH3:32])[CH3:33])=[O:28])[CH:24]=1. (4) Given the reactants [CH:1](=O)[C:2]1[CH:7]=[CH:6][CH:5]=[CH:4][CH:3]=1.[CH3:9][O:10][C:11]1[N:16]=[C:15]([NH2:17])[CH:14]=[C:13]([O:18][CH3:19])[N:12]=1, predict the reaction product. The product is: [CH:1](=[N:17][C:15]1[CH:14]=[C:13]([O:18][CH3:19])[N:12]=[C:11]([O:10][CH3:9])[N:16]=1)[C:2]1[CH:7]=[CH:6][CH:5]=[CH:4][CH:3]=1.